The task is: Predict the product of the given reaction.. This data is from Forward reaction prediction with 1.9M reactions from USPTO patents (1976-2016). (1) Given the reactants [C:1]([C:5]1[C:6]([OH:16])=[C:7]([S:12](Cl)(=[O:14])=[O:13])[CH:8]=[C:9]([CH3:11])[CH:10]=1)([CH3:4])([CH3:3])[CH3:2].[CH3:17][O:18][C:19]1[CH:25]=[CH:24][C:22]([NH2:23])=[CH:21][CH:20]=1, predict the reaction product. The product is: [C:1]([C:5]1[C:6]([OH:16])=[C:7]([S:12]([NH:23][C:22]2[CH:24]=[CH:25][C:19]([O:18][CH3:17])=[CH:20][CH:21]=2)(=[O:14])=[O:13])[CH:8]=[C:9]([CH3:11])[CH:10]=1)([CH3:4])([CH3:3])[CH3:2]. (2) Given the reactants C(C1C=C2C(=CC=1)N(C)C=C2C1CCC(=O)CC1)#N.O1[C:24]2([CH2:29][CH2:28][CH:27]([C:30]3[C:38]4[C:33](=[CH:34][CH:35]=[C:36]([C:39]#[N:40])[CH:37]=4)[N:32]([CH:41]([CH3:43])[CH3:42])[CH:31]=3)[CH2:26][CH2:25]2)[O:23]CC1, predict the reaction product. The product is: [C:39]([C:36]1[CH:37]=[C:38]2[C:33](=[CH:34][CH:35]=1)[N:32]([CH:41]([CH3:43])[CH3:42])[CH:31]=[C:30]2[CH:27]1[CH2:28][CH2:29][C:24](=[O:23])[CH2:25][CH2:26]1)#[N:40].